From a dataset of Catalyst prediction with 721,799 reactions and 888 catalyst types from USPTO. Predict which catalyst facilitates the given reaction. (1) Reactant: CN(C(ON1N=NC2C=CC=CC1=2)=[N+](C)C)C.[B-](F)(F)(F)F.C(N(CC)CC)C.[NH2:30][C:31]1[C:36]([C:37]([OH:39])=O)=[CH:35][C:34]([Br:40])=[CH:33][N:32]=1.[C:41]([NH:49][NH2:50])(=[O:48])[C:42]1[CH:47]=[CH:46][CH:45]=[CH:44][CH:43]=1. Product: [NH2:30][C:31]1[C:36]([C:37]([NH:50][NH:49][C:41]([C:42]2[CH:47]=[CH:46][CH:45]=[CH:44][CH:43]=2)=[O:48])=[O:39])=[CH:35][C:34]([Br:40])=[CH:33][N:32]=1. The catalyst class is: 303. (2) Reactant: CN(C=O)C.[C:6]([NH:10][S:11]([C:14]1[C:15]([C:20]2[CH:25]=[CH:24][C:23]([CH2:26]Br)=[CH:22][CH:21]=2)=[CH:16][CH:17]=[CH:18][CH:19]=1)(=[O:13])=[O:12])([CH3:9])([CH3:8])[CH3:7].[CH2:28]([C:32]1[NH:36][C:35]([CH:37]=[O:38])=[C:34]([Cl:39])[N:33]=1)[CH2:29][CH2:30][CH3:31].C(=O)([O-])[O-].[K+].[K+]. Product: [C:6]([NH:10][S:11]([C:14]1[C:15]([C:20]2[CH:25]=[CH:24][C:23]([CH2:26][N:36]3[C:35]([CH:37]=[O:38])=[C:34]([Cl:39])[N:33]=[C:32]3[CH2:28][CH2:29][CH2:30][CH3:31])=[CH:22][CH:21]=2)=[CH:16][CH:17]=[CH:18][CH:19]=1)(=[O:13])=[O:12])([CH3:9])([CH3:8])[CH3:7]. The catalyst class is: 25. (3) Reactant: [C:1]([O:5][C:6]([N:8]1[CH2:13][CH2:12][N:11]([C:14]2[CH:23]=[CH:22][CH:21]=[C:20]3[C:15]=2[CH:16]=[CH:17][N:18]=[CH:19]3)[CH2:10][CH2:9]1)=[O:7])([CH3:4])([CH3:3])[CH3:2].B.O. Product: [C:1]([O:5][C:6]([N:8]1[CH2:13][CH2:12][N:11]([C:14]2[CH:23]=[CH:22][CH:21]=[C:20]3[C:15]=2[CH2:16][CH2:17][NH:18][CH2:19]3)[CH2:10][CH2:9]1)=[O:7])([CH3:4])([CH3:2])[CH3:3]. The catalyst class is: 7.